From a dataset of Full USPTO retrosynthesis dataset with 1.9M reactions from patents (1976-2016). Predict the reactants needed to synthesize the given product. (1) Given the product [F:1][C:2]1[CH:11]=[CH:10][CH:9]=[CH:8][C:3]=1[C:4]([NH:13][NH2:14])=[O:5], predict the reactants needed to synthesize it. The reactants are: [F:1][C:2]1[CH:11]=[CH:10][CH:9]=[CH:8][C:3]=1[C:4](OC)=[O:5].O.[NH2:13][NH2:14]. (2) Given the product [CH:11]1([N:8]2[C:9]3[C:5](=[CH:4][C:3]([F:17])=[C:2]([OH:19])[CH:10]=3)[C:6]([C:15]#[N:16])=[CH:7]2)[CH2:14][CH2:13][CH2:12]1, predict the reactants needed to synthesize it. The reactants are: Br[C:2]1[CH:10]=[C:9]2[C:5]([C:6]([C:15]#[N:16])=[CH:7][N:8]2[CH:11]2[CH2:14][CH2:13][CH2:12]2)=[CH:4][C:3]=1[F:17].B1(B2OC(C)(C)C(C)(C)O2)OC(C)(C)C(C)(C)[O:19]1.C([O-])(=O)C.[K+].OOS([O-])=O.[K+]. (3) Given the product [Br:1][C:2]1[CH:7]=[CH:6][C:5]([CH2:8][Br:12])=[C:4]([Cl:10])[CH:3]=1, predict the reactants needed to synthesize it. The reactants are: [Br:1][C:2]1[CH:7]=[CH:6][C:5]([CH2:8]O)=[C:4]([Cl:10])[CH:3]=1.C(Br)(Br)(Br)[Br:12].C1C=CC(P(C2C=CC=CC=2)C2C=CC=CC=2)=CC=1. (4) Given the product [NH2:1][C:2]1[N:7]=[C:6]([CH3:8])[C:5]([CH2:9][NH:10][C:11](=[O:17])[O:12][C:13]([CH3:16])([CH3:15])[CH3:14])=[CH:4][C:3]=1[C:19]#[N:20], predict the reactants needed to synthesize it. The reactants are: [NH2:1][C:2]1[N:7]=[C:6]([CH3:8])[C:5]([CH2:9][NH:10][C:11](=[O:17])[O:12][C:13]([CH3:16])([CH3:15])[CH3:14])=[CH:4][C:3]=1Br.[CH3:19][N:20](C=O)C. (5) Given the product [NH2:1][C:4]1[CH:5]=[CH:6][C:7]([S:10]([N:13]2[CH2:14][CH2:15][N:16]([C:19]3[CH:20]=[CH:21][C:22]([C:25]([OH:34])([C:26]([F:29])([F:28])[F:27])[C:30]([F:31])([F:32])[F:33])=[CH:23][CH:24]=3)[CH2:17][CH2:18]2)(=[O:11])=[O:12])=[CH:8][CH:9]=1, predict the reactants needed to synthesize it. The reactants are: [N+:1]([C:4]1[CH:9]=[CH:8][C:7]([S:10]([N:13]2[CH2:18][CH2:17][N:16]([C:19]3[CH:24]=[CH:23][C:22]([C:25]([OH:34])([C:30]([F:33])([F:32])[F:31])[C:26]([F:29])([F:28])[F:27])=[CH:21][CH:20]=3)[CH2:15][CH2:14]2)(=[O:12])=[O:11])=[CH:6][CH:5]=1)([O-])=O. (6) Given the product [Cl:1][C:2]1[CH:3]=[N:4][C:5]2[C:10]([C:11]=1[CH:12]([O:15][Si:16]([CH2:19][CH3:20])([CH2:17][CH3:18])[CH2:21][CH3:22])[CH2:13][NH:14][CH2:23][C:24]([CH3:28])([CH3:27])[CH3:25])=[CH:9][CH:8]=[CH:7][CH:6]=2, predict the reactants needed to synthesize it. The reactants are: [Cl:1][C:2]1[CH:3]=[N:4][C:5]2[C:10]([C:11]=1[CH:12]([O:15][Si:16]([CH2:21][CH3:22])([CH2:19][CH3:20])[CH2:17][CH3:18])[CH2:13][NH2:14])=[CH:9][CH:8]=[CH:7][CH:6]=2.[CH3:23][C:24]([CH3:28])([CH3:27])[CH:25]=O.CC(O)=O.[BH-](OC(C)=O)(OC(C)=O)OC(C)=O.[Na+]. (7) The reactants are: Br[CH2:2][CH2:3][CH2:4][N:5]([CH2:12][C:13]([O:15][C:16]([CH3:19])([CH3:18])[CH3:17])=[O:14])[C:6](=[O:11])[C:7]([F:10])([F:9])[F:8].[F:20][C:21]([F:40])([F:39])[C:22]([NH:24][CH2:25][CH2:26][CH2:27][NH:28][CH2:29][CH2:30][CH2:31][NH:32][C:33](=[O:38])[C:34]([F:37])([F:36])[F:35])=[O:23].C(=O)([O-])[O-].[K+].[K+]. Given the product [F:20][C:21]([F:39])([F:40])[C:22]([NH:24][CH2:25][CH2:26][CH2:27][N:28]([CH2:29][CH2:30][CH2:31][NH:32][C:33](=[O:38])[C:34]([F:36])([F:35])[F:37])[CH2:2][CH2:3][CH2:4][N:5]([CH2:12][C:13]([O:15][C:16]([CH3:19])([CH3:18])[CH3:17])=[O:14])[C:6](=[O:11])[C:7]([F:10])([F:9])[F:8])=[O:23], predict the reactants needed to synthesize it. (8) The reactants are: [CH2:1]([O:3][C:4]([C:6]1[C:11]([Cl:12])=[C:10]([CH3:13])[C:9](=[O:14])[N:8]([CH3:15])[C:7]=1[C:16]#[C:17][Si](C)(C)C)=[O:5])[CH3:2].[OH:22]S(O)(=O)=O.CC(C)=O. Given the product [CH2:1]([O:3][C:4]([C:6]1[C:11]([Cl:12])=[C:10]([CH3:13])[C:9](=[O:14])[N:8]([CH3:15])[C:7]=1[C:16](=[O:22])[CH3:17])=[O:5])[CH3:2], predict the reactants needed to synthesize it. (9) Given the product [CH3:1][O:2][C:3](=[O:23])[CH2:4][C:5]1[CH:6]=[C:7]([C:11]2[C:16]([O:17][CH3:18])=[CH:15][CH:14]=[CH:13][C:12]=2[CH2:19][N:20]([C:25]([O:27][CH2:28][C:29]2[CH:34]=[CH:33][CH:32]=[CH:31][CH:30]=2)=[O:26])[CH2:21][CH3:22])[CH:8]=[CH:9][CH:10]=1, predict the reactants needed to synthesize it. The reactants are: [CH3:1][O:2][C:3](=[O:23])[CH2:4][C:5]1[CH:6]=[C:7]([C:11]2[C:16]([O:17][CH3:18])=[CH:15][CH:14]=[CH:13][C:12]=2[CH2:19][NH:20][CH2:21][CH3:22])[CH:8]=[CH:9][CH:10]=1.Cl[C:25]([O:27][CH2:28][C:29]1[CH:34]=[CH:33][CH:32]=[CH:31][CH:30]=1)=[O:26].